The task is: Predict the product of the given reaction.. This data is from Forward reaction prediction with 1.9M reactions from USPTO patents (1976-2016). (1) Given the reactants [Cl:1][C:2]1[C:7]([CH:8]2[CH2:13][CH2:12][NH:11][CH2:10][CH2:9]2)=[CH:6][C:5]([C:14]#[N:15])=[CH:4][C:3]=1[NH:16][C:17]1[N:22]=[C:21]([NH:23][CH:24]2[CH2:26][CH2:25]2)[C:20]2=[N:27][CH:28]=[C:29]([C:30]#[N:31])[N:19]2[N:18]=1.Br[CH:33]([CH3:37])[C:34]([NH2:36])=[O:35].[I-].[Na+].CCN(CC)CC, predict the reaction product. The product is: [Cl:1][C:2]1[C:3]([NH:16][C:17]2[N:22]=[C:21]([NH:23][CH:24]3[CH2:25][CH2:26]3)[C:20]3=[N:27][CH:28]=[C:29]([C:30]#[N:31])[N:19]3[N:18]=2)=[CH:4][C:5]([C:14]#[N:15])=[CH:6][C:7]=1[CH:8]1[CH2:9][CH2:10][N:11]([CH:33]([CH3:37])[C:34]([NH2:36])=[O:35])[CH2:12][CH2:13]1. (2) Given the reactants [NH:1]1[CH2:11][CH2:10][CH:4]([C:5]([O:7][CH2:8][CH3:9])=[O:6])[CH2:3][CH2:2]1.C(=O)([O-])[O-].[K+].[K+].[C:18]1([CH2:24][CH2:25]Br)[CH:23]=[CH:22][CH:21]=[CH:20][CH:19]=1, predict the reaction product. The product is: [C:18]1([CH2:24][CH2:25][C:4]2([C:5]([O:7][CH2:8][CH3:9])=[O:6])[CH2:3][CH2:2][NH:1][CH2:11][CH2:10]2)[CH:23]=[CH:22][CH:21]=[CH:20][CH:19]=1. (3) Given the reactants Cl[C:2]1[C:3]2[C:4](=[CH:14][N:15](CC3C=CC(OC)=CC=3)[N:16]=2)[N:5]=[C:6]([C:8]2[CH:13]=[CH:12][CH:11]=[CH:10][CH:9]=2)[N:7]=1.[CH3:26][N:27]1[CH2:32][CH2:31][N:30]([C:33]2[CH:39]=[CH:38][C:36]([NH2:37])=[CH:35][CH:34]=2)[CH2:29][CH2:28]1.Cl, predict the reaction product. The product is: [CH3:26][N:27]1[CH2:28][CH2:29][N:30]([C:33]2[CH:39]=[CH:38][C:36]([NH:37][C:2]3[C:3]4[NH:16][N:15]=[CH:14][C:4]=4[N:5]=[C:6]([C:8]4[CH:9]=[CH:10][CH:11]=[CH:12][CH:13]=4)[N:7]=3)=[CH:35][CH:34]=2)[CH2:31][CH2:32]1. (4) Given the reactants [Cl:1][C:2]1[CH:3]=[C:4]([C:9](=[O:15])[CH2:10][CH2:11][C:12]([OH:14])=O)[CH:5]=[CH:6][C:7]=1[F:8].C1C=C[C:19]2N(O)N=[N:22][C:20]=2[CH:21]=1.CCN=C=NCCCN(C)C.Cl.C(N)(C)C, predict the reaction product. The product is: [Cl:1][C:2]1[CH:3]=[C:4]([C:9](=[O:15])[CH2:10][CH2:11][C:12]([NH:22][CH:20]([CH3:21])[CH3:19])=[O:14])[CH:5]=[CH:6][C:7]=1[F:8]. (5) The product is: [CH:1]1([C:7]2[CH:11]=[CH:10][CH:25]=[C:24]3[C:14]=2[CH:15]=[C:16]([CH3:17])[CH:28]3[Si:20]([CH3:23])([CH3:19])[Cl:21])[CH2:6][CH2:5][CH2:4][CH2:3][CH2:2]1. Given the reactants [C:1]1([CH3:7])[CH:6]=[CH:5][CH:4]=[CH:3][CH:2]=1.CO[CH2:10][CH2:11]OC.[CH2:14]([Li])[CH2:15][CH2:16][CH3:17].[CH3:19][Si:20]([CH3:23])(Cl)[Cl:21].[CH2:24]1[CH2:28]OC[CH2:25]1, predict the reaction product. (6) Given the reactants [CH2:1]([O:8][C:9]([NH:11][C:12]12[CH2:20][CH2:19][CH:16]([CH2:17][CH2:18]1)[CH2:15][N:14]1[C:21](=[O:31])[C:22]([OH:30])=[C:23]([C:25]([O:27][CH2:28][CH3:29])=[O:26])[N:24]=[C:13]21)=[O:10])[C:2]1[CH:7]=[CH:6][CH:5]=[CH:4][CH:3]=1.C([O-])([O-])=O.[K+].[K+].[CH2:38](Br)[C:39]1[CH:44]=[CH:43][CH:42]=[CH:41][CH:40]=1.O, predict the reaction product. The product is: [CH2:38]([O:30][C:22]1[C:21](=[O:31])[N:14]2[CH2:15][CH:16]3[CH2:17][CH2:18][C:12]([NH:11][C:9]([O:8][CH2:1][C:2]4[CH:7]=[CH:6][CH:5]=[CH:4][CH:3]=4)=[O:10])([C:13]2=[N:24][C:23]=1[C:25]([O:27][CH2:28][CH3:29])=[O:26])[CH2:20][CH2:19]3)[C:39]1[CH:44]=[CH:43][CH:42]=[CH:41][CH:40]=1.